This data is from Catalyst prediction with 721,799 reactions and 888 catalyst types from USPTO. The task is: Predict which catalyst facilitates the given reaction. (1) Product: [C:1]([O:5][C:6](=[O:19])[NH:7][C:8]1[CH:13]=[C:12]([O:14][CH3:15])[CH:11]=[CH:10][C:9]=1[NH2:16])([CH3:4])([CH3:2])[CH3:3]. The catalyst class is: 45. Reactant: [C:1]([O:5][C:6](=[O:19])[NH:7][C:8]1[CH:13]=[C:12]([O:14][CH3:15])[CH:11]=[CH:10][C:9]=1[N+:16]([O-])=O)([CH3:4])([CH3:3])[CH3:2]. (2) Reactant: C(=O)([O-])[O-].[K+].[K+].[Br:7][C:8]1[CH:27]=[CH:26][C:11]([NH:12][C:13]2[C:22]3[C:17](=[CH:18][C:19]([OH:25])=[C:20]([O:23][CH3:24])[CH:21]=3)[N:16]=[CH:15][N:14]=2)=[C:10]([F:28])[CH:9]=1.[C:29]([O:33][C:34]([N:36]1[CH2:41][CH2:40][CH:39]([CH2:42]OS(C2C=CC(C)=CC=2)(=O)=O)[CH2:38][CH2:37]1)=[O:35])([CH3:32])([CH3:31])[CH3:30]. Product: [Br:7][C:8]1[CH:27]=[CH:26][C:11]([NH:12][C:13]2[C:22]3[C:17](=[CH:18][C:19]([O:25][CH2:42][CH:39]4[CH2:40][CH2:41][N:36]([C:34]([O:33][C:29]([CH3:30])([CH3:32])[CH3:31])=[O:35])[CH2:37][CH2:38]4)=[C:20]([O:23][CH3:24])[CH:21]=3)[N:16]=[CH:15][N:14]=2)=[C:10]([F:28])[CH:9]=1. The catalyst class is: 6. (3) Reactant: Br[C:2]1[S:3][CH:4]=[C:5]([C:7]2[CH:12]=[CH:11][CH:10]=[C:9]([F:13])[CH:8]=2)[N:6]=1.[N:14]1([C:20]([O:22][C:23]([CH3:26])([CH3:25])[CH3:24])=[O:21])[CH2:19][CH2:18][NH:17][CH2:16][CH2:15]1.C(=O)([O-])[O-].[K+].[K+].O. Product: [F:13][C:9]1[CH:8]=[C:7]([C:5]2[N:6]=[C:2]([N:17]3[CH2:16][CH2:15][N:14]([C:20]([O:22][C:23]([CH3:26])([CH3:25])[CH3:24])=[O:21])[CH2:19][CH2:18]3)[S:3][CH:4]=2)[CH:12]=[CH:11][CH:10]=1. The catalyst class is: 9.